This data is from Reaction yield outcomes from USPTO patents with 853,638 reactions. The task is: Predict the reaction yield, written as a fraction of the theoretical maximum amount of product (1.0 means a 100% yield; for example, 0.34 means a 34% yield). (1) The reactants are Cl[C:2]1[C:11]2[C:6](=[CH:7][CH:8]=[C:9]([C:12]3[CH:13]=[N:14][C:15]4[C:20]([CH:21]=3)=[CH:19][CH:18]=[CH:17][CH:16]=4)[N:10]=2)[N:5]=[CH:4][C:3]=1[C:22]([O:24][CH2:25]C)=[O:23].[NH2:27][CH:28]1[CH2:33][CH2:32][N:31]([C:34]([O:36][CH2:37][C:38]2[CH:43]=[CH:42][CH:41]=[CH:40][CH:39]=2)=[O:35])[CH2:30][CH2:29]1.C(=O)([O-])[O-].[K+].[K+]. The catalyst is CN(C)C(=O)C. The product is [CH2:37]([O:36][C:34]([N:31]1[CH2:30][CH2:29][CH:28]([NH:27][C:2]2[C:11]3[C:6](=[CH:7][CH:8]=[C:9]([C:12]4[CH:13]=[N:14][C:15]5[C:20]([CH:21]=4)=[CH:19][CH:18]=[CH:17][CH:16]=5)[N:10]=3)[N:5]=[CH:4][C:3]=2[C:22]([O:24][CH3:25])=[O:23])[CH2:33][CH2:32]1)=[O:35])[C:38]1[CH:43]=[CH:42][CH:41]=[CH:40][CH:39]=1. The yield is 0.900. (2) The catalyst is CO.[Cl-].[Mn+2].[Cl-]. The product is [CH2:1]([O:3][C:4]1[CH:13]=[CH:12][C:11]2[C:6](=[CH:7][CH:8]=[CH:9][CH:10]=2)[C:5]=1[C:14]([NH:16][CH:17]([CH2:27][C:28]1[CH:29]=[CH:30][C:31]([C:34]([F:37])([F:35])[F:36])=[CH:32][CH:33]=1)[CH:18]([C:20]1[CH:25]=[CH:24][C:23]([F:26])=[CH:22][CH:21]=1)[OH:19])=[O:15])[CH3:2]. The reactants are [CH2:1]([O:3][C:4]1[CH:13]=[CH:12][C:11]2[C:6](=[CH:7][CH:8]=[CH:9][CH:10]=2)[C:5]=1[C:14]([NH:16][CH:17]([CH2:27][C:28]1[CH:33]=[CH:32][C:31]([C:34]([F:37])([F:36])[F:35])=[CH:30][CH:29]=1)[C:18]([C:20]1[CH:25]=[CH:24][C:23]([F:26])=[CH:22][CH:21]=1)=[O:19])=[O:15])[CH3:2].[BH4-].[Na+].Cl. The yield is 0.570. (3) The reactants are [N+:1]([C:4]1[CH:5]=[C:6]([C:10]2[S:11][C:12]3[CH:17]=[CH:16][N:15]=[CH:14][C:13]=3[N:18]=2)[CH:7]=[CH:8][CH:9]=1)([O-])=O.[NH4+].[Cl-].O. The catalyst is [Fe].CO. The product is [S:11]1[C:12]2[CH:17]=[CH:16][N:15]=[CH:14][C:13]=2[N:18]=[C:10]1[C:6]1[CH:5]=[C:4]([NH2:1])[CH:9]=[CH:8][CH:7]=1. The yield is 0.630. (4) The reactants are [Cl:1][C:2]1[CH:3]=[CH:4][C:5]([F:11])=[C:6]([CH:10]=1)[C:7]([OH:9])=O.CN(C(ON1N=NC2C=CC=NC1=2)=[N+](C)C)C.F[P-](F)(F)(F)(F)F.[CH3:36][O:37][C:38]1[CH:43]=[C:42]([NH2:44])[CH:41]=[CH:40][N:39]=1.CCN(CC)CC. The catalyst is ClCCl. The product is [Cl:1][C:2]1[CH:3]=[CH:4][C:5]([F:11])=[C:6]([CH:10]=1)[C:7]([NH:44][C:42]1[CH:41]=[CH:40][N:39]=[C:38]([O:37][CH3:36])[CH:43]=1)=[O:9]. The yield is 0.470. (5) The reactants are [CH2:1]([C:9]1[CH:14]=[CH:13][C:12]([OH:15])=[CH:11][CH:10]=1)[CH2:2][CH2:3][CH2:4][CH2:5][CH2:6][CH2:7][CH3:8].C([O-])([O-])=O.[K+].[K+].Br[CH2:23][C:24]([O:26][CH2:27][CH3:28])=[O:25]. The catalyst is CC(C)=O. The product is [CH2:1]([C:9]1[CH:10]=[CH:11][C:12]([O:15][CH2:23][C:24]([O:26][CH2:27][CH3:28])=[O:25])=[CH:13][CH:14]=1)[CH2:2][CH2:3][CH2:4][CH2:5][CH2:6][CH2:7][CH3:8]. The yield is 0.980. (6) The reactants are [C:1]([O:4][C@H:5]1[C@@H:10]([O:11][C:12](=[O:14])[CH3:13])[C@H:9]([O:15][C:16](=[O:18])[CH3:17])[C@@H:8]([CH2:19][O:20][C:21](=[O:23])[CH3:22])[O:7][C@@H:6]1[O:24][C:25]1[CH:30]=[CH:29][C:28]([C:31]2[CH:36]=[CH:35][C:34]([C:37]#[N:38])=[CH:33][CH:32]=2)=[CH:27][CH:26]=1)(=[O:3])[CH3:2].C[Si]([N:43]=[N+:44]=[N-:45])(C)C.C([Sn](=O)CCCC)CCC. The catalyst is COCCOC. The product is [C:1]([O:4][C@H:5]1[C@@H:10]([O:11][C:12](=[O:14])[CH3:13])[C@H:9]([O:15][C:16](=[O:18])[CH3:17])[C@@H:8]([CH2:19][O:20][C:21](=[O:23])[CH3:22])[O:7][C@@H:6]1[O:24][C:25]1[CH:26]=[CH:27][C:28]([C:31]2[CH:32]=[CH:33][C:34]([C:37]3[NH:45][N:44]=[N:43][N:38]=3)=[CH:35][CH:36]=2)=[CH:29][CH:30]=1)(=[O:3])[CH3:2]. The yield is 0.810. (7) The product is [Cl:1][C:2]1[CH:3]=[C:4]2[C:8](=[CH:9][CH:10]=1)[N:7]([CH:11]1[CH2:16][CH2:15][CH2:14][CH2:13][O:12]1)[N:6]=[C:5]2[CH2:17][NH2:18]. The reactants are [Cl:1][C:2]1[CH:3]=[C:4]2[C:8](=[CH:9][CH:10]=1)[N:7]([CH:11]1[CH2:16][CH2:15][CH2:14][CH2:13][O:12]1)[N:6]=[C:5]2[CH2:17][N:18]1C(=O)C2C(=CC=CC=2)C1=O.O.NN. The yield is 0.990. The catalyst is C1COCC1.C(Cl)Cl. (8) The reactants are [NH2:1][C@H:2]1[CH2:7][O:6][C:5]([CH3:9])([CH3:8])[CH2:4][C@@H:3]1[OH:10].C(N(CC)CC)C.O1CCOCC1.O=C1CCC(=O)N1[C:31]([O:33][CH2:34][CH2:35][Si:36]([CH3:39])([CH3:38])[CH3:37])=[O:32]. The catalyst is C(OCC)(=O)C.O. The product is [OH:10][C@H:3]1[CH2:4][C:5]([CH3:9])([CH3:8])[O:6][CH2:7][C@@H:2]1[NH:1][C:31](=[O:32])[O:33][CH2:34][CH2:35][Si:36]([CH3:39])([CH3:38])[CH3:37]. The yield is 0.860. (9) The reactants are [CH3:1][C:2]1[C:7]([C:8]([OH:10])=O)=[CH:6][N:5]=[C:4]([C:11]2[CH:12]=[N:13][CH:14]=[CH:15][CH:16]=2)[N:3]=1.CN(C(SC1[N+]([O-])=CC=CC=1)=[N+](C)C)C.F[P-](F)(F)(F)(F)F.CCN(C(C)C)C(C)C.[F:48][C:49]1[CH:50]=[C:51]2[C:55](=[CH:56][CH:57]=1)[N:54]([NH2:58])[CH2:53][C:52]2([CH3:60])[CH3:59]. The catalyst is CN(C=O)C.O.CCOC(C)=O. The product is [F:48][C:49]1[CH:50]=[C:51]2[C:55](=[CH:56][CH:57]=1)[N:54]([NH:58][C:8]([C:7]1[C:2]([CH3:1])=[N:3][C:4]([C:11]3[CH:12]=[N:13][CH:14]=[CH:15][CH:16]=3)=[N:5][CH:6]=1)=[O:10])[CH2:53][C:52]2([CH3:60])[CH3:59]. The yield is 0.530. (10) The reactants are [OH-].[Na+].[C:3]([O:7][C:8]([NH:10][C:11]1([C:26]([O:28]C)=[O:27])[CH2:16][CH2:15][N:14]([C:17]2[N:22]=[CH:21][N:20]=[C:19]3[NH:23][N:24]=[CH:25][C:18]=23)[CH2:13][CH2:12]1)=[O:9])([CH3:6])([CH3:5])[CH3:4].Cl. The catalyst is C1COCC1.CO. The product is [C:3]([O:7][C:8]([NH:10][C:11]1([C:26]([OH:28])=[O:27])[CH2:12][CH2:13][N:14]([C:17]2[N:22]=[CH:21][N:20]=[C:19]3[NH:23][N:24]=[CH:25][C:18]=23)[CH2:15][CH2:16]1)=[O:9])([CH3:6])([CH3:4])[CH3:5]. The yield is 0.970.